From a dataset of Forward reaction prediction with 1.9M reactions from USPTO patents (1976-2016). Predict the product of the given reaction. Given the reactants [BH4-].[Na+].[C:3]1([CH:13]=[C:14]2[N:18]3[CH:19]=[CH:20][CH:21]=[CH:22][C:17]3=[N:16][C:15]2=[O:23])[C:12]2[C:7](=[CH:8][CH:9]=[CH:10][CH:11]=2)[CH:6]=[CH:5][CH:4]=1, predict the reaction product. The product is: [C:3]1([CH2:13][CH:14]2[N:18]3[CH:19]=[CH:20][CH:21]=[CH:22][C:17]3=[N:16][C:15]2=[O:23])[C:12]2[C:7](=[CH:8][CH:9]=[CH:10][CH:11]=2)[CH:6]=[CH:5][CH:4]=1.